Dataset: Catalyst prediction with 721,799 reactions and 888 catalyst types from USPTO. Task: Predict which catalyst facilitates the given reaction. Reactant: Br[C:2]1[CH:3]=[C:4]2[C:13](=[CH:14][C:15]=1[C:16]1[CH:21]=[CH:20][CH:19]=[CH:18][C:17]=1[F:22])[O:12][CH2:11][C:10]1[N:5]2[C@H:6]([CH3:24])[C:7](=[O:23])[NH:8][N:9]=1.CC1(C)C(C)(C)OB([C:33]2[CH2:38][CH2:37][N:36]([C:39]([O:41][C:42]([CH3:45])([CH3:44])[CH3:43])=[O:40])[CH2:35][CH:34]=2)O1.C([O-])([O-])=O.[K+].[K+]. Product: [C:42]([O:41][C:39]([N:36]1[CH2:35][CH:34]=[C:33]([C:2]2[CH:3]=[C:4]3[C:13](=[CH:14][C:15]=2[C:16]2[CH:21]=[CH:20][CH:19]=[CH:18][C:17]=2[F:22])[O:12][CH2:11][C:10]2[N:5]3[C@H:6]([CH3:24])[C:7](=[O:23])[NH:8][N:9]=2)[CH2:38][CH2:37]1)=[O:40])([CH3:45])([CH3:43])[CH3:44]. The catalyst class is: 38.